Dataset: Peptide-MHC class I binding affinity with 185,985 pairs from IEDB/IMGT. Task: Regression. Given a peptide amino acid sequence and an MHC pseudo amino acid sequence, predict their binding affinity value. This is MHC class I binding data. (1) The peptide sequence is QFLKFSLPFPFLYKFLL. The MHC is HLA-B42:01 with pseudo-sequence HLA-B42:01. The binding affinity (normalized) is 0.571. (2) The binding affinity (normalized) is 0.140. The peptide sequence is KYRLKHIVW. The MHC is HLA-B57:01 with pseudo-sequence HLA-B57:01. (3) The peptide sequence is IQYRQQLEL. The MHC is HLA-A68:02 with pseudo-sequence HLA-A68:02. The binding affinity (normalized) is 0.244.